Predict the reactants needed to synthesize the given product. From a dataset of Full USPTO retrosynthesis dataset with 1.9M reactions from patents (1976-2016). (1) Given the product [CH3:1][N:2]1[CH:7]=[C:6]([C:34]2[CH:39]=[CH:38][N:37]=[CH:36][C:35]=2[O:40][CH2:41][CH:42]2[CH2:45][CH2:44][O:43]2)[C:5]2[O:17][C:18]([CH2:20][N:21]3[CH2:26][CH2:25][N:24]([S:27]([CH3:30])(=[O:29])=[O:28])[CH2:23][C@H:22]3[CH3:31])=[CH:19][C:4]=2[C:3]1=[O:32], predict the reactants needed to synthesize it. The reactants are: [CH3:1][N:2]1[CH:7]=[C:6](B2OC(C)(C)C(C)(C)O2)[C:5]2[O:17][C:18]([CH2:20][N:21]3[CH2:26][CH2:25][N:24]([S:27]([CH3:30])(=[O:29])=[O:28])[CH2:23][C@H:22]3[CH3:31])=[CH:19][C:4]=2[C:3]1=[O:32].Br[C:34]1[CH:39]=[CH:38][N:37]=[CH:36][C:35]=1[O:40][CH2:41][CH:42]1[CH2:45][CH2:44][O:43]1.C(=O)([O-])[O-].[Na+].[Na+]. (2) Given the product [N:11]1([CH2:14][CH2:15][CH2:16][NH:17][C:18]([CH:20]2[CH2:25][CH2:24][CH2:23][CH2:22][CH2:21]2)=[O:19])[CH2:12][CH2:13][NH:8][CH2:9][CH2:10]1, predict the reactants needed to synthesize it. The reactants are: C([N:8]1[CH2:13][CH2:12][N:11]([CH2:14][CH2:15][CH2:16][NH:17][C:18]([CH:20]2[CH2:25][CH2:24][CH2:23][CH2:22][CH2:21]2)=[O:19])[CH2:10][CH2:9]1)C1C=CC=CC=1.Cl.C(=O)([O-])[O-].[K+].[K+]. (3) Given the product [O:25]1[CH2:26][CH:27]([N:29]2[CH2:32][CH:31]([O:33][C:34]3[CH:39]=[CH:38][C:37]([C:2]4[C:10]5[C:5](=[CH:6][CH:7]=[C:8]([NH:11][C:12](=[O:24])[CH:13]([N:19]6[CH2:23][CH2:22][CH2:21][CH2:20]6)[C:14]6[CH:18]=[CH:17][S:16][CH:15]=6)[CH:9]=5)[NH:4][N:3]=4)=[CH:36][CH:35]=3)[CH2:30]2)[CH2:28]1, predict the reactants needed to synthesize it. The reactants are: I[C:2]1[C:10]2[C:5](=[CH:6][CH:7]=[C:8]([NH:11][C:12](=[O:24])[CH:13]([N:19]3[CH2:23][CH2:22][CH2:21][CH2:20]3)[C:14]3[CH:18]=[CH:17][S:16][CH:15]=3)[CH:9]=2)[NH:4][N:3]=1.[O:25]1[CH2:28][CH:27]([N:29]2[CH2:32][CH:31]([O:33][C:34]3[CH:39]=[CH:38][C:37](B4OC(C)(C)C(C)(C)O4)=[CH:36][CH:35]=3)[CH2:30]2)[CH2:26]1.C([O-])([O-])=O.[Na+].[Na+].